Dataset: Forward reaction prediction with 1.9M reactions from USPTO patents (1976-2016). Task: Predict the product of the given reaction. (1) Given the reactants C(Cl)CCl.[Cl:5][C:6]1[CH:11]=[CH:10][C:9]([N:12]2[CH2:16][CH2:15][CH:14]([C:17]([OH:19])=O)[CH2:13]2)=[CH:8][CH:7]=1.Cl.[CH3:21][NH:22][O:23][CH3:24].C(N(CC)CC)C, predict the reaction product. The product is: [CH3:24][O:23][N:22]([CH3:21])[C:17]([CH:14]1[CH2:15][CH2:16][N:12]([C:9]2[CH:10]=[CH:11][C:6]([Cl:5])=[CH:7][CH:8]=2)[CH2:13]1)=[O:19]. (2) The product is: [Cl:1][C:2]1[CH:23]=[CH:22][C:5]([O:6][CH2:7][C@H:8]([OH:21])[CH2:9][N:10]2[C:11](=[O:20])[C:12]3=[CH:19][CH:18]=[CH:17][CH:16]=[C:13]3[C:14]2=[O:15])=[C:4]([O:24][C:35](=[O:37])[CH3:36])[CH:3]=1. Given the reactants [Cl:1][C:2]1[CH:23]=[CH:22][C:5]([O:6][CH2:7][C@H:8]([OH:21])[CH2:9][N:10]2[C:14](=[O:15])[C:13]3=[CH:16][CH:17]=[CH:18][CH:19]=[C:12]3[C:11]2=[O:20])=[C:4]([OH:24])[CH:3]=1.C(=O)([O-])[O-].[Na+].[Na+].ClCCCl.[C:35](OC(=O)C)(=[O:37])[CH3:36], predict the reaction product.